Dataset: Full USPTO retrosynthesis dataset with 1.9M reactions from patents (1976-2016). Task: Predict the reactants needed to synthesize the given product. The reactants are: [C-:1]#[N:2].[K+].Br[CH2:5][C:6]([C:8]1[CH:13]=[CH:12][CH:11]=[CH:10][C:9]=1[C:14]([F:17])([F:16])[F:15])=[O:7].ClCCl.C(O)(=O)C. Given the product [O:7]=[C:6]([C:8]1[CH:13]=[CH:12][CH:11]=[CH:10][C:9]=1[C:14]([F:17])([F:16])[F:15])[CH2:5][C:1]#[N:2], predict the reactants needed to synthesize it.